From a dataset of Merck oncology drug combination screen with 23,052 pairs across 39 cell lines. Regression. Given two drug SMILES strings and cell line genomic features, predict the synergy score measuring deviation from expected non-interaction effect. (1) Drug 1: COC12C(COC(N)=O)C3=C(C(=O)C(C)=C(N)C3=O)N1CC1NC12. Drug 2: CCN(CC)CCNC(=O)c1c(C)[nH]c(C=C2C(=O)Nc3ccc(F)cc32)c1C. Cell line: OVCAR3. Synergy scores: synergy=-0.254. (2) Drug 1: N#Cc1ccc(Cn2cncc2CN2CCN(c3cccc(Cl)c3)C(=O)C2)cc1. Drug 2: CCC1=CC2CN(C1)Cc1c([nH]c3ccccc13)C(C(=O)OC)(c1cc3c(cc1OC)N(C)C1C(O)(C(=O)OC)C(OC(C)=O)C4(CC)C=CCN5CCC31C54)C2. Cell line: KPL1. Synergy scores: synergy=-0.974. (3) Drug 1: O=S1(=O)NC2(CN1CC(F)(F)F)C1CCC2Cc2cc(C=CCN3CCC(C(F)(F)F)CC3)ccc2C1. Drug 2: Nc1ccn(C2OC(CO)C(O)C2(F)F)c(=O)n1. Cell line: NCIH520. Synergy scores: synergy=2.79. (4) Drug 1: Nc1ccn(C2OC(CO)C(O)C2(F)F)c(=O)n1. Drug 2: CCN(CC)CCNC(=O)c1c(C)[nH]c(C=C2C(=O)Nc3ccc(F)cc32)c1C. Cell line: PA1. Synergy scores: synergy=-3.87. (5) Drug 1: CC1CC2C3CCC4=CC(=O)C=CC4(C)C3(F)C(O)CC2(C)C1(O)C(=O)CO. Drug 2: COC1CC2CCC(C)C(O)(O2)C(=O)C(=O)N2CCCCC2C(=O)OC(C(C)CC2CCC(OP(C)(C)=O)C(OC)C2)CC(=O)C(C)C=C(C)C(O)C(OC)C(=O)C(C)CC(C)C=CC=CC=C1C. Cell line: LOVO. Synergy scores: synergy=49.6. (6) Drug 1: CCN(CC)CCNC(=O)c1c(C)[nH]c(C=C2C(=O)Nc3ccc(F)cc32)c1C. Drug 2: CCc1c2c(nc3ccc(O)cc13)-c1cc3c(c(=O)n1C2)COC(=O)C3(O)CC. Cell line: LNCAP. Synergy scores: synergy=-1.67. (7) Drug 1: Cn1nnc2c(C(N)=O)ncn2c1=O. Drug 2: CCC1(O)C(=O)OCc2c1cc1n(c2=O)Cc2cc3c(CN(C)C)c(O)ccc3nc2-1. Cell line: A2058. Synergy scores: synergy=10.2.